Dataset: Forward reaction prediction with 1.9M reactions from USPTO patents (1976-2016). Task: Predict the product of the given reaction. (1) Given the reactants Br[C:2]1[C:10]2[N:9]3[CH2:11][CH2:12][CH2:13][NH:14][C:15](=[O:16])[C:8]3=[C:7]([CH3:17])[C:6]=2[CH:5]=[C:4]([C:18]#[N:19])[CH:3]=1.[F:20][C:21]([F:32])([F:31])[C:22]1[CH:27]=[CH:26][C:25](B(O)O)=[CH:24][CH:23]=1, predict the reaction product. The product is: [CH3:17][C:7]1[C:6]2[CH:5]=[C:4]([C:18]#[N:19])[CH:3]=[C:2]([C:25]3[CH:26]=[CH:27][C:22]([C:21]([F:32])([F:31])[F:20])=[CH:23][CH:24]=3)[C:10]=2[N:9]2[CH2:11][CH2:12][CH2:13][NH:14][C:15](=[O:16])[C:8]=12. (2) Given the reactants [C:1]([C:3]1[CH:4]=[CH:5][C:6]([N:10]2[C@@H:14]([CH:15]3[CH2:19][CH2:18][CH2:17][CH2:16]3)[CH2:13][C:12]([C:20]3[CH:28]=[CH:27][C:23]([C:24](O)=[O:25])=[C:22]([O:29][CH2:30][CH3:31])[CH:21]=3)=[N:11]2)=[N:7][C:8]=1[CH3:9])#[N:2].C(N1C=CN=C1)([N:34]1C=CN=C1)=O.[OH-].[NH4+].O, predict the reaction product. The product is: [C:1]([C:3]1[CH:4]=[CH:5][C:6]([N:10]2[C@@H:14]([CH:15]3[CH2:16][CH2:17][CH2:18][CH2:19]3)[CH2:13][C:12]([C:20]3[CH:28]=[CH:27][C:23]([C:24]([NH2:34])=[O:25])=[C:22]([O:29][CH2:30][CH3:31])[CH:21]=3)=[N:11]2)=[N:7][C:8]=1[CH3:9])#[N:2]. (3) Given the reactants [OH-].[Na+].CO.[CH:5]1([C:8]2[CH:13]=[C:12]([CH2:14][N:15]3[CH2:20][CH2:19][CH:18]([N:21]4[CH2:30][CH2:29][C:28]5[N:27]=[C:26]([CH2:31][CH2:32][CH3:33])[C:25]([C:34]([O:36]C)=[O:35])=[CH:24][C:23]=5[C:22]4=[O:38])[CH2:17][CH2:16]3)[CH:11]=[C:10]([O:39][CH:40]([CH3:42])[CH3:41])[C:9]=2[C:43]2[CH:48]=[CH:47][C:46]([F:49])=[CH:45][CH:44]=2)[CH2:7][CH2:6]1.Cl, predict the reaction product. The product is: [CH:5]1([C:8]2[CH:13]=[C:12]([CH2:14][N:15]3[CH2:20][CH2:19][CH:18]([N:21]4[CH2:30][CH2:29][C:28]5[N:27]=[C:26]([CH2:31][CH2:32][CH3:33])[C:25]([C:34]([OH:36])=[O:35])=[CH:24][C:23]=5[C:22]4=[O:38])[CH2:17][CH2:16]3)[CH:11]=[C:10]([O:39][CH:40]([CH3:42])[CH3:41])[C:9]=2[C:43]2[CH:44]=[CH:45][C:46]([F:49])=[CH:47][CH:48]=2)[CH2:6][CH2:7]1.